Dataset: Reaction yield outcomes from USPTO patents with 853,638 reactions. Task: Predict the reaction yield, written as a fraction of the theoretical maximum amount of product (1.0 means a 100% yield; for example, 0.34 means a 34% yield). The reactants are [Cl:1][C:2]1[CH:3]=[CH:4][C:5]([S:9][CH3:10])=[C:6]([NH2:8])[CH:7]=1.[CH3:11][C:12]1[CH:17]=[CH:16][C:15]([S:18](Cl)(=[O:20])=[O:19])=[CH:14][C:13]=1[N+:22]([O-:24])=[O:23]. No catalyst specified. The product is [Cl:1][C:2]1[CH:3]=[CH:4][C:5]([S:9][CH3:10])=[C:6]([NH:8][S:18]([C:15]2[CH:16]=[CH:17][C:12]([CH3:11])=[C:13]([N+:22]([O-:24])=[O:23])[CH:14]=2)(=[O:19])=[O:20])[CH:7]=1. The yield is 0.610.